From a dataset of Tyrosyl-DNA phosphodiesterase HTS with 341,365 compounds. Binary Classification. Given a drug SMILES string, predict its activity (active/inactive) in a high-throughput screening assay against a specified biological target. (1) The compound is S\1C(=O)N(CCNC(=O)c2c(n(nc2C)Cc2ccccc2)C)C(=O)C1=C/c1ccc(F)cc1. The result is 0 (inactive). (2) The compound is S(=O)(=O)(CCC(=O)Nc1ccc(OC)cc1)c1cc2oc(=O)n(c2cc1)C. The result is 0 (inactive). (3) The molecule is Clc1cc2NC(=NC(=Nc2cc1)c1ccccc1)c1ccc(cc1)C. The result is 0 (inactive). (4) The drug is S(=O)(=O)(Cc1oc(cc1)C(=O)NCCCC)c1cc(ccc1)C(F)(F)F. The result is 0 (inactive). (5) The compound is S(c1n(c(nn1)CC(=O)Nc1ccc(OC)cc1)C)CC(=O)Nc1ccccc1. The result is 0 (inactive). (6) The drug is O=C1Nc2c(N(C1)C(=O)/C=C\c1occc1)cccc2. The result is 1 (active). (7) The compound is O(C1C2(C(C3C(CC2)c2c(CC3)cc(O)cc2)CC1)C)C(=O)C. The result is 0 (inactive). (8) The molecule is O1C(=C(C(c2ccncc2)C(=C1N)C#N)C(OCC)=O)CC(OCC)=O. The result is 0 (inactive). (9) The molecule is O=c1n(c(=O)n(c2ncn(c12)CC(OCC(=O)Nc1ccccc1)=O)C)C. The result is 0 (inactive). (10) The compound is O=C(N1C2C(CCCC2)c2c1cccc2)C. The result is 0 (inactive).